This data is from Reaction yield outcomes from USPTO patents with 853,638 reactions. The task is: Predict the reaction yield, written as a fraction of the theoretical maximum amount of product (1.0 means a 100% yield; for example, 0.34 means a 34% yield). (1) The reactants are [NH2:1][C:2]1[CH:7]=[CH:6][CH:5]=[CH:4][C:3]=1[C:8]1[NH:9][C:10]2[C:15]([CH:16]=1)=[CH:14][CH:13]=[CH:12][CH:11]=2.[C:17]([NH:20][C@H:21]([C:30](O)=[O:31])[CH2:22][C:23]1[CH:28]=[CH:27][C:26]([OH:29])=[CH:25][CH:24]=1)(=[O:19])[CH3:18]. No catalyst specified. The product is [C:17]([NH:20][CH:21]([CH2:22][C:23]1[CH:24]=[CH:25][C:26]([OH:29])=[CH:27][CH:28]=1)[C:30]([NH:1][C:2]1[CH:7]=[CH:6][CH:5]=[CH:4][C:3]=1[C:8]1[NH:9][C:10]2[C:15]([CH:16]=1)=[CH:14][CH:13]=[CH:12][CH:11]=2)=[O:31])(=[O:19])[CH3:18]. The yield is 0.690. (2) The reactants are [SH:1][C:2]1[S:3][C:4]([CH2:8][C:9]([O:11][CH3:12])=[O:10])=[C:5]([CH3:7])[N:6]=1.Cl[CH2:14][C:15]1[CH:16]=[C:17]([CH:32]=[C:33]([O:35][CH2:36][CH3:37])[CH:34]=1)[O:18][CH2:19][C:20]1[N:21]=[C:22]([C:26]2[CH:31]=[CH:30][CH:29]=[CH:28][CH:27]=2)[O:23][C:24]=1[CH3:25].C(=O)([O-])[O-].[K+].[K+].Cl. The catalyst is O.CN(C)C=O. The product is [CH2:36]([O:35][C:33]1[CH:34]=[C:15]([CH:16]=[C:17]([O:18][CH2:19][C:20]2[N:21]=[C:22]([C:26]3[CH:31]=[CH:30][CH:29]=[CH:28][CH:27]=3)[O:23][C:24]=2[CH3:25])[CH:32]=1)[CH2:14][S:1][C:2]1[S:3][C:4]([CH2:8][C:9]([O:11][CH3:12])=[O:10])=[C:5]([CH3:7])[N:6]=1)[CH3:37]. The yield is 0.870.